Task: Predict the reactants needed to synthesize the given product.. Dataset: Full USPTO retrosynthesis dataset with 1.9M reactions from patents (1976-2016) (1) Given the product [C:1]1([C:7]2[C:15]3[C:14]([N:54]4[CH2:55][CH2:56][CH:51]([CH2:50][O:49][CH2:48][CH2:47][N:42]5[CH2:46][CH2:45][CH2:44][CH2:43]5)[CH2:52][CH2:53]4)=[N:13][C:12]([C:17]([F:20])([F:19])[F:18])=[N:11][C:10]=3[S:9][CH:8]=2)[CH:6]=[CH:5][CH:4]=[CH:3][CH:2]=1, predict the reactants needed to synthesize it. The reactants are: [C:1]1([C:7]2[C:15]3[C:14](=O)[NH:13][C:12]([C:17]([F:20])([F:19])[F:18])=[N:11][C:10]=3[S:9][CH:8]=2)[CH:6]=[CH:5][CH:4]=[CH:3][CH:2]=1.N1C=CC=CC=1.FC(F)(F)S(OS(C(F)(F)F)(=O)=O)(=O)=O.[N:42]1([CH2:47][CH2:48][O:49][CH2:50][CH:51]2[CH2:56][CH2:55][NH:54][CH2:53][CH2:52]2)[CH2:46][CH2:45][CH2:44][CH2:43]1. (2) Given the product [Cl:1][C:2]1[N:7]=[C:6]([O:19][C:15]2[CH:16]=[CH:17][CH:18]=[C:13]([N+:10]([O-:12])=[O:11])[CH:14]=2)[C:5]([Cl:9])=[CH:4][N:3]=1, predict the reactants needed to synthesize it. The reactants are: [Cl:1][C:2]1[N:7]=[C:6](Cl)[C:5]([Cl:9])=[CH:4][N:3]=1.[N+:10]([C:13]1[CH:14]=[C:15]([OH:19])[CH:16]=[CH:17][CH:18]=1)([O-:12])=[O:11].C([O-])([O-])=O.[K+].[K+].O.